Task: Predict the reactants needed to synthesize the given product.. Dataset: Full USPTO retrosynthesis dataset with 1.9M reactions from patents (1976-2016) (1) Given the product [C:1]([C:3]1[C:4]([N:16]2[CH2:17][CH:18]([C:20]([NH:34][S:31]([CH2:30][C:26]3[CH:27]=[CH:28][CH:29]=[C:24]([F:23])[CH:25]=3)(=[O:33])=[O:32])=[O:22])[CH2:19]2)=[N:5][C:6]([CH2:14][F:15])=[C:7]([CH:8]=1)[C:9]([O:11][CH2:12][CH3:13])=[O:10])#[N:2], predict the reactants needed to synthesize it. The reactants are: [C:1]([C:3]1[C:4]([N:16]2[CH2:19][CH:18]([C:20]([OH:22])=O)[CH2:17]2)=[N:5][C:6]([CH2:14][F:15])=[C:7]([C:9]([O:11][CH2:12][CH3:13])=[O:10])[CH:8]=1)#[N:2].[F:23][C:24]1[CH:25]=[C:26]([CH2:30][S:31]([NH2:34])(=[O:33])=[O:32])[CH:27]=[CH:28][CH:29]=1. (2) Given the product [O:25]1[C:30]2[CH:31]=[CH:32][C:33](/[CH:35]=[C:20](/[C:17]3[CH:18]=[CH:19][C:14]([O:13][CH2:12][CH2:11][CH2:10][CH2:9][CH2:8][CH2:7][CH2:6][CH2:5][CH2:4][CH2:3][CH2:2][OH:1])=[C:15]([O:23][CH3:24])[CH:16]=3)\[C:21]#[N:22])=[CH:34][C:29]=2[O:28][CH2:27][CH2:26]1, predict the reactants needed to synthesize it. The reactants are: [OH:1][CH2:2][CH2:3][CH2:4][CH2:5][CH2:6][CH2:7][CH2:8][CH2:9][CH2:10][CH2:11][CH2:12][O:13][C:14]1[CH:19]=[CH:18][C:17]([CH2:20][C:21]#[N:22])=[CH:16][C:15]=1[O:23][CH3:24].[O:25]1[C:30]2[CH:31]=[CH:32][C:33]([CH:35]=O)=[CH:34][C:29]=2[O:28][CH2:27][CH2:26]1. (3) The reactants are: [F:1][C:2]1([F:17])[CH2:7][CH2:6][C:5]([C:9]2[CH:10]=[N:11][N:12]([CH2:14][O:15][CH3:16])[CH:13]=2)(O)[CH2:4][CH2:3]1.C1(C)C=CC(S(O)(=O)=O)=CC=1. Given the product [F:17][C:2]1([F:1])[CH2:7][CH2:6][C:5]([C:9]2[CH:10]=[N:11][N:12]([CH2:14][O:15][CH3:16])[CH:13]=2)=[CH:4][CH2:3]1, predict the reactants needed to synthesize it. (4) Given the product [CH3:21][O:20][C:18](=[O:19])[CH2:17][C:14]1[C:13]2[C:22]([CH2:24][OH:25])=[CH:23][C:10]([O:9][CH2:8][C:7]3[C:2]([CH3:1])=[N:3][C:4]([CH3:26])=[CH:5][CH:6]=3)=[CH:11][C:12]=2[S:16][CH:15]=1, predict the reactants needed to synthesize it. The reactants are: [CH3:1][C:2]1[C:7]([CH2:8][O:9][C:10]2[CH:23]=[C:22]([CH:24]=[O:25])[C:13]3[C:14]([CH2:17][C:18]([O:20][CH3:21])=[O:19])=[CH:15][S:16][C:12]=3[CH:11]=2)=[CH:6][CH:5]=[C:4]([CH3:26])[N:3]=1.[BH4-].[Na+]. (5) Given the product [Cl:52][C:53]1[N:54]=[N:55][C:56]([C:40]2[CH:41]=[CH:42][C:37]([CH2:36][C:11]3[N:12]([C:14]4[CH:19]=[CH:18][C:17]([N:20]5[S:24](=[O:25])(=[O:26])[N:23]([CH2:27][O:28][CH2:29][CH2:30][Si:31]([CH3:32])([CH3:33])[CH3:34])[C:22](=[O:35])[CH2:21]5)=[CH:16][CH:15]=4)[CH:13]=[C:9]([C:3]4[CH:4]=[CH:5][C:6]([Cl:8])=[CH:7][C:2]=4[Cl:1])[N:10]=3)=[CH:38][CH:39]=2)=[CH:57][CH:58]=1, predict the reactants needed to synthesize it. The reactants are: [Cl:1][C:2]1[CH:7]=[C:6]([Cl:8])[CH:5]=[CH:4][C:3]=1[C:9]1[N:10]=[C:11]([CH2:36][C:37]2[CH:42]=[CH:41][C:40](B3OC(C)(C)C(C)(C)O3)=[CH:39][CH:38]=2)[N:12]([C:14]2[CH:19]=[CH:18][C:17]([N:20]3[S:24](=[O:26])(=[O:25])[N:23]([CH2:27][O:28][CH2:29][CH2:30][Si:31]([CH3:34])([CH3:33])[CH3:32])[C:22](=[O:35])[CH2:21]3)=[CH:16][CH:15]=2)[CH:13]=1.[Cl:52][C:53]1[N:54]=[N:55][C:56](Cl)=[CH:57][CH:58]=1. (6) Given the product [OH:22][CH:4]1[C:3]2[C:7](=[C:8]([I:31])[CH:9]=[C:10]([Cl:11])[C:2]=2[Cl:1])[C:6](=[O:12])[N:5]1[C:13]([CH3:14])([C:15]1[CH:16]=[CH:17][CH:18]=[CH:19][CH:20]=1)[CH3:21], predict the reactants needed to synthesize it. The reactants are: [Cl:1][C:2]1[C:10]([Cl:11])=[CH:9][CH:8]=[C:7]2[C:3]=1[CH:4]([OH:22])[N:5]([C:13]([CH3:21])([C:15]1[CH:20]=[CH:19][CH:18]=[CH:17][CH:16]=1)[CH3:14])[C:6]2=[O:12].CN(CCN(C)C)C.[I:31]I.